This data is from Forward reaction prediction with 1.9M reactions from USPTO patents (1976-2016). The task is: Predict the product of the given reaction. (1) Given the reactants [C:1]([O:5][C:6]([N:8]1[C@@H:12]([CH2:13][CH2:14][O:15][C:16]2[CH:21]=[CH:20][CH:19]=[CH:18][CH:17]=2)[CH2:11][O:10][C:9]1([CH3:23])[CH3:22])=[O:7])([CH3:4])([CH3:3])[CH3:2], predict the reaction product. The product is: [C:1]([O:5][C:6]([N:8]1[C@@H:12]([CH2:13][CH2:14][O:15][CH:16]2[CH2:17][CH2:18][CH2:19][CH2:20][CH2:21]2)[CH2:11][O:10][C:9]1([CH3:23])[CH3:22])=[O:7])([CH3:4])([CH3:2])[CH3:3]. (2) The product is: [C:1]([N:20]1[CH:24]=[C:23]([C:25](=[O:28])[CH2:26][CH3:27])[N:22]=[CH:21]1)([C:14]1[CH:15]=[CH:16][CH:17]=[CH:18][CH:19]=1)([C:8]1[CH:9]=[CH:10][CH:11]=[CH:12][CH:13]=1)[C:2]1[CH:7]=[CH:6][CH:5]=[CH:4][CH:3]=1. Given the reactants [C:1]([N:20]1[CH:24]=[C:23]([CH:25]([OH:28])[CH2:26][CH3:27])[N:22]=[CH:21]1)([C:14]1[CH:19]=[CH:18][CH:17]=[CH:16][CH:15]=1)([C:8]1[CH:13]=[CH:12][CH:11]=[CH:10][CH:9]=1)[C:2]1[CH:7]=[CH:6][CH:5]=[CH:4][CH:3]=1, predict the reaction product. (3) The product is: [CH3:1][C:2]1([CH3:30])[CH2:11][CH2:10][C:9]([CH3:12])([CH3:13])[C:8]2[CH:7]=[C:6]([NH:14][C:15]([C:17]3[CH:18]=[CH:19][C:20]([CH:21]=[CH:22][C:23]([OH:25])=[O:24])=[CH:28][CH:29]=3)=[O:16])[CH:5]=[CH:4][C:3]1=2. Given the reactants [CH3:1][C:2]1([CH3:30])[CH2:11][CH2:10][C:9]([CH3:13])([CH3:12])[C:8]2[CH:7]=[C:6]([NH:14][C:15]([C:17]3[CH:29]=[CH:28][C:20]([CH:21]=[CH:22][C:23]([O:25]CC)=[O:24])=[CH:19][CH:18]=3)=[O:16])[CH:5]=[CH:4][C:3]1=2.O.[OH-].[Li+].Cl, predict the reaction product.